This data is from Peptide-MHC class I binding affinity with 185,985 pairs from IEDB/IMGT. The task is: Regression. Given a peptide amino acid sequence and an MHC pseudo amino acid sequence, predict their binding affinity value. This is MHC class I binding data. (1) The peptide sequence is RIGGVLIFR. The MHC is HLA-B58:01 with pseudo-sequence HLA-B58:01. The binding affinity (normalized) is 0.196. (2) The peptide sequence is TEQFINYCL. The MHC is HLA-B40:01 with pseudo-sequence HLA-B40:01. The binding affinity (normalized) is 0.471.